From a dataset of Full USPTO retrosynthesis dataset with 1.9M reactions from patents (1976-2016). Predict the reactants needed to synthesize the given product. (1) Given the product [Cl:1][C:2]1[CH:7]=[C:6]([Cl:8])[CH:5]=[CH:4][C:3]=1[C:9]1[N:10]=[C:11]([C@@H:14]([NH:23][C:24]([C@H:26]2[CH2:27][CH2:28][C@H:29]([CH2:32][CH3:33])[CH2:30][CH2:31]2)=[O:25])[CH2:15][C:16]2[CH:21]=[CH:20][C:19]([OH:22])=[CH:18][CH:17]=2)[N:12]([CH2:35][CH:36]=[CH:37][CH2:38][CH3:39])[CH:13]=1, predict the reactants needed to synthesize it. The reactants are: [Cl:1][C:2]1[CH:7]=[C:6]([Cl:8])[CH:5]=[CH:4][C:3]=1[C:9]1[N:10]=[C:11]([C@@H:14]([NH:23][C:24]([C@H:26]2[CH2:31][CH2:30][C@H:29]([CH2:32][CH3:33])[CH2:28][CH2:27]2)=[O:25])[CH2:15][C:16]2[CH:21]=[CH:20][C:19]([OH:22])=[CH:18][CH:17]=2)[NH:12][CH:13]=1.Br[CH2:35]/[CH:36]=[CH:37]/[CH2:38][CH3:39]. (2) Given the product [F:1][C:2]([F:22])([C:15]1[CH:20]=[CH:19][C:18]([F:21])=[CH:17][N:16]=1)[C:3]1[N:12]=[C:11]([SH:32])[C:10]2[C:5](=[CH:6][C:7]([CH3:14])=[CH:8][CH:9]=2)[N:4]=1, predict the reactants needed to synthesize it. The reactants are: [F:1][C:2]([F:22])([C:15]1[CH:20]=[CH:19][C:18]([F:21])=[CH:17][N:16]=1)[C:3]1[N:12]=[C:11](O)[C:10]2[C:5](=[CH:6][C:7]([CH3:14])=[CH:8][CH:9]=2)[N:4]=1.COC1C=CC(P2(SP(C3C=CC(OC)=CC=3)(=S)S2)=[S:32])=CC=1.